This data is from Full USPTO retrosynthesis dataset with 1.9M reactions from patents (1976-2016). The task is: Predict the reactants needed to synthesize the given product. (1) The reactants are: C(=O)([O-])[O-].[Na+].[Na+].Br[C:8]1[N:9]=[CH:10][C:11]([NH2:14])=[N:12][CH:13]=1.[Cl:15][C:16]1[CH:21]=[CH:20][C:19](OB(O)O)=[CH:18][CH:17]=1. Given the product [Cl:15][C:16]1[CH:21]=[CH:20][C:19]([C:8]2[N:9]=[CH:10][C:11]([NH2:14])=[N:12][CH:13]=2)=[CH:18][CH:17]=1, predict the reactants needed to synthesize it. (2) Given the product [CH3:25][N:22]1[CH2:23][CH2:24][CH:19]([N:16]2[CH2:15][CH2:14][N:13]([C:11](=[O:12])[CH2:10][C:8]3[N:9]=[C:5]([NH:4][C:32]([C:30]4[S:31][C:27]([CH3:26])=[CH:28][CH:29]=4)=[O:33])[S:6][CH:7]=3)[CH2:18][CH2:17]2)[CH2:20][CH2:21]1, predict the reactants needed to synthesize it. The reactants are: Br.Br.Br.[NH2:4][C:5]1[S:6][CH:7]=[C:8]([CH2:10][C:11]([N:13]2[CH2:18][CH2:17][N:16]([CH:19]3[CH2:24][CH2:23][N:22]([CH3:25])[CH2:21][CH2:20]3)[CH2:15][CH2:14]2)=[O:12])[N:9]=1.[CH3:26][C:27]1[S:31][C:30]([C:32](O)=[O:33])=[CH:29][CH:28]=1. (3) The reactants are: [H-].[Na+].[Br:3][C:4]1[CH:5]=[C:6]([C:12]2[N:16]=[C:15]([C:17]([O:19][CH2:20][CH3:21])=[O:18])[O:14][N:13]=2)[CH:7]=[C:8]([Br:11])[C:9]=1[OH:10].[CH3:22][O:23][C:24]1[CH:31]=[CH:30][C:27]([CH2:28]Cl)=[CH:26][CH:25]=1.O. Given the product [Br:3][C:4]1[CH:5]=[C:6]([C:12]2[N:16]=[C:15]([C:17]([O:19][CH2:20][CH3:21])=[O:18])[O:14][N:13]=2)[CH:7]=[C:8]([Br:11])[C:9]=1[O:10][CH2:28][C:27]1[CH:30]=[CH:31][C:24]([O:23][CH3:22])=[CH:25][CH:26]=1, predict the reactants needed to synthesize it. (4) The reactants are: [O:1]([C:8]1[CH:28]=[CH:27][C:11]([O:12][C:13]2[N:21]=[CH:20][C:19]([CH:22]3[CH2:26][CH2:25][NH:24][CH2:23]3)=[CH:18][C:14]=2[C:15]([NH2:17])=[O:16])=[CH:10][CH:9]=1)[C:2]1[CH:7]=[CH:6][CH:5]=[CH:4][CH:3]=1.[C:29](Cl)(=[O:33])/[CH:30]=[CH:31]/[CH3:32].C(N(CC)C(C)C)(C)C. Given the product [C:29]([N:24]1[CH2:25][CH2:26][CH:22]([C:19]2[CH:20]=[N:21][C:13]([O:12][C:11]3[CH:27]=[CH:28][C:8]([O:1][C:2]4[CH:3]=[CH:4][CH:5]=[CH:6][CH:7]=4)=[CH:9][CH:10]=3)=[C:14]([CH:18]=2)[C:15]([NH2:17])=[O:16])[CH2:23]1)(=[O:33])/[CH:30]=[CH:31]/[CH3:32], predict the reactants needed to synthesize it. (5) Given the product [C:1]([N:4]1[CH2:19][CH2:18][CH2:17][C:5]21[C:8](=[O:9])[N:7]([C@@H:10]([C@H:14]([OH:16])[CH3:15])[C:11]([NH:36][CH2:35][C:30]1[N:31]=[CH:32][CH:33]=[CH:34][N:29]=1)=[O:13])[CH2:6]2)(=[O:3])[CH3:2], predict the reactants needed to synthesize it. The reactants are: [C:1]([N:4]1[CH2:19][CH2:18][CH2:17][C:5]21[C:8](=[O:9])[N:7]([C@@H:10]([C@H:14]([OH:16])[CH3:15])[C:11]([OH:13])=O)[CH2:6]2)(=[O:3])[CH3:2].CCN(C(C)C)C(C)C.[N:29]1[CH:34]=[CH:33][CH:32]=[N:31][C:30]=1[CH2:35][NH2:36].CCN=C=NCCCN(C)C.C1C=CC2N(O)N=NC=2C=1. (6) The reactants are: [F:1][C:2]1[CH:7]=[CH:6][CH:5]=[C:4]([F:8])[C:3]=1[N:9]1[C:14]2[N:15]=[C:16]([NH:34][CH:35]3[CH2:40][C:39]([CH3:42])([CH3:41])[NH:38][C:37]([CH3:44])([CH3:43])[CH2:36]3)[N:17]=[C:18]([C:19]3[CH:20]=[C:21]([NH:26][C:27]([C:29]4[CH:33]=[CH:32][S:31][CH:30]=4)=[O:28])[CH:22]=[CH:23][C:24]=3[CH3:25])[C:13]=2[CH:12]=[CH:11][C:10]1=[O:45].[S:46](=[O:50])(=[O:49])([OH:48])[OH:47]. Given the product [S:46]([OH:50])([OH:49])(=[O:48])=[O:47].[F:8][C:4]1[CH:5]=[CH:6][CH:7]=[C:2]([F:1])[C:3]=1[N:9]1[C:14]2[N:15]=[C:16]([NH:34][CH:35]3[CH2:36][C:37]([CH3:43])([CH3:44])[NH:38][C:39]([CH3:42])([CH3:41])[CH2:40]3)[N:17]=[C:18]([C:19]3[CH:20]=[C:21]([NH:26][C:27]([C:29]4[CH:33]=[CH:32][S:31][CH:30]=4)=[O:28])[CH:22]=[CH:23][C:24]=3[CH3:25])[C:13]=2[CH:12]=[CH:11][C:10]1=[O:45], predict the reactants needed to synthesize it. (7) The reactants are: [CH3:1][C:2]1[CH:7]=[CH:6][C:5]([S:8]([O:11][CH2:12][CH:13]2[CH2:17][C:16]3[CH:18]=[C:19]([Cl:30])[CH:20]=[C:21](OS(C(F)(F)F)(=O)=O)[C:15]=3[O:14]2)(=[O:10])=[O:9])=[CH:4][CH:3]=1.[Cl:31][C:32]1[CH:33]=[C:34](B(O)O)[CH:35]=[CH:36][CH:37]=1.C(=O)([O-])[O-].[K+].[K+].C(C1C=CC=CC=1B1OC(C)(C)C(C)(C)O1)(C)C. Given the product [CH3:1][C:2]1[CH:3]=[CH:4][C:5]([S:8]([O:11][CH2:12][CH:13]2[CH2:17][C:16]3[CH:18]=[C:19]([Cl:30])[CH:20]=[C:21]([C:36]4[CH:35]=[CH:34][CH:33]=[C:32]([Cl:31])[CH:37]=4)[C:15]=3[O:14]2)(=[O:9])=[O:10])=[CH:6][CH:7]=1, predict the reactants needed to synthesize it.